This data is from Full USPTO retrosynthesis dataset with 1.9M reactions from patents (1976-2016). The task is: Predict the reactants needed to synthesize the given product. (1) Given the product [ClH:65].[F:36][C:2]([F:1])([F:35])[C:3]1[CH:30]=[C:29]([C:31]([F:33])([F:34])[F:32])[CH:28]=[CH:27][C:4]=1[CH2:5][O:6][C:7]1[CH:16]=[C:15]2[C:10]([CH:11]=[C:12]([CH2:17][N:18]3[CH2:22][CH2:21][CH:20]([C:23]([NH:53][S:50]([CH3:49])(=[O:52])=[O:51])=[O:24])[CH2:19]3)[CH2:13][O:14]2)=[C:9]([F:26])[CH:8]=1, predict the reactants needed to synthesize it. The reactants are: [F:1][C:2]([F:36])([F:35])[C:3]1[CH:30]=[C:29]([C:31]([F:34])([F:33])[F:32])[CH:28]=[CH:27][C:4]=1[CH2:5][O:6][C:7]1[CH:16]=[C:15]2[C:10]([CH:11]=[C:12]([CH2:17][N:18]3[CH2:22][CH2:21][CH:20]([C:23](O)=[O:24])[CH2:19]3)[CH2:13][O:14]2)=[C:9]([F:26])[CH:8]=1.C1N=CN(C(N2C=NC=C2)=O)C=1.[CH3:49][S:50]([NH2:53])(=[O:52])=[O:51].C1CCN2C(=NCCC2)CC1.[ClH:65].O1CCOCC1. (2) Given the product [CH2:1]([NH:8][C:9]([C:11]1[S:15][C:14]([N:16]2[CH2:21][CH2:20][CH2:19][CH:18]([CH2:25][C:26]3[CH:27]=[CH:28][C:29]([C:32]([F:33])([F:34])[F:35])=[CH:30][CH:31]=3)[C:17]2=[O:22])=[N:13][C:12]=1[CH3:23])=[O:10])[C:2]1[CH:7]=[CH:6][CH:5]=[CH:4][CH:3]=1, predict the reactants needed to synthesize it. The reactants are: [CH2:1]([NH:8][C:9]([C:11]1[S:15][C:14]([N:16]2[CH2:21][CH2:20][CH2:19][CH2:18][C:17]2=[O:22])=[N:13][C:12]=1[CH3:23])=[O:10])[C:2]1[CH:7]=[CH:6][CH:5]=[CH:4][CH:3]=1.Br[CH2:25][C:26]1[CH:31]=[CH:30][C:29]([C:32]([F:35])([F:34])[F:33])=[CH:28][CH:27]=1. (3) Given the product [Br:21][C:22]1[CH:23]=[C:24]2[C:28](=[C:29]([C:31]([O:33][CH3:34])=[O:32])[CH:30]=1)[NH:27][CH:26]=[C:25]2[CH:4]1[CH2:5][CH2:6][CH2:7][S:1][CH2:2][CH2:3]1, predict the reactants needed to synthesize it. The reactants are: [S:1]1[CH2:7][CH2:6][CH2:5][C:4](=O)[CH2:3][CH2:2]1.[Si](OS(C(F)(F)F)(=O)=O)(C)(C)C.[Br:21][C:22]1[CH:23]=[C:24]2[C:28](=[C:29]([C:31]([O:33][CH3:34])=[O:32])[CH:30]=1)[NH:27][CH:26]=[CH:25]2.C([SiH](CC)CC)C. (4) Given the product [C:3]([C:5]1([C:6]2[CH:11]=[C:10]([F:12])[C:9]([C:13]3[N:18]=[C:17]([C:19]([O:21][CH3:22])=[O:20])[CH:16]=[CH:15][C:14]=3[F:23])=[C:8]([F:24])[CH:7]=2)[CH2:30][CH2:29][O:28][CH2:27][CH2:26]1)#[N:4], predict the reactants needed to synthesize it. The reactants are: [H-].[Na+].[C:3]([CH2:5][C:6]1[CH:11]=[C:10]([F:12])[C:9]([C:13]2[N:18]=[C:17]([C:19]([O:21][CH3:22])=[O:20])[CH:16]=[CH:15][C:14]=2[F:23])=[C:8]([F:24])[CH:7]=1)#[N:4].Br[CH2:26][CH2:27][O:28][CH2:29][CH2:30]Br.